This data is from Catalyst prediction with 721,799 reactions and 888 catalyst types from USPTO. The task is: Predict which catalyst facilitates the given reaction. Reactant: [CH:1]([C:4]1[CH:5]=[C:6]([CH:10]=[C:11]([CH:15]([CH3:17])[CH3:16])[C:12]=1[O:13][CH3:14])[C:7]([OH:9])=O)([CH3:3])[CH3:2].C(Cl)(=O)C(Cl)=O.[Sn](Cl)(Cl)(Cl)Cl.[CH2:29]([C:36]1[O:37][C:38]([CH3:42])=[C:39]([CH3:41])[CH:40]=1)[C:30]1[CH:35]=[CH:34][CH:33]=[CH:32][CH:31]=1. Product: [CH2:29]([C:36]1[O:37][C:38]([CH3:42])=[C:39]([CH3:41])[C:40]=1[C:7]([C:6]1[CH:10]=[C:11]([CH:15]([CH3:17])[CH3:16])[C:12]([O:13][CH3:14])=[C:4]([CH:1]([CH3:2])[CH3:3])[CH:5]=1)=[O:9])[C:30]1[CH:31]=[CH:32][CH:33]=[CH:34][CH:35]=1. The catalyst class is: 306.